This data is from Forward reaction prediction with 1.9M reactions from USPTO patents (1976-2016). The task is: Predict the product of the given reaction. (1) Given the reactants [C:1]1(=[O:7])[O:6][C:4](=[O:5])[CH:3]=[CH:2]1.[CH2:8]([O:14][C:15]([C:17]12[CH2:23][CH:20]([CH2:21][CH2:22]1)[CH:19]=[CH:18]2)=[O:16])[CH:9]1[O:13][CH2:12][CH2:11][CH2:10]1.[C:24]12([C:31]([O:33][C:34]3([CH3:40])[CH2:39][CH2:38][CH2:37][CH2:36][CH2:35]3)=[O:32])[CH2:30][CH:27]([CH2:28][CH2:29]1)[CH:26]=[CH:25]2.C(OOC(=O)CCCCCCCCCCC)(=O)CCCCCCCCCCC, predict the reaction product. The product is: [C:17]12([C:15]([O:14][CH2:8][CH:9]3[O:13][CH2:12][CH2:11][CH2:10]3)=[O:16])[CH2:23][CH:20]([CH2:21][CH2:22]1)[CH:19]=[CH:18]2.[C:4]1(=[O:5])[O:6][C:1](=[O:7])[CH:2]=[CH:3]1.[C:24]12([C:31]([O:33][C:34]3([CH3:40])[CH2:39][CH2:38][CH2:37][CH2:36][CH2:35]3)=[O:32])[CH2:30][CH:27]([CH2:28][CH2:29]1)[CH:26]=[CH:25]2. (2) Given the reactants [Cl:1][C:2]1[N:9]=[C:8](Cl)[CH:7]=[CH:6][C:3]=1[C:4]#[N:5].[CH:11]1([NH2:14])[CH2:13][CH2:12]1, predict the reaction product. The product is: [Cl:1][C:2]1[N:9]=[C:8]([NH:14][CH:11]2[CH2:13][CH2:12]2)[CH:7]=[CH:6][C:3]=1[C:4]#[N:5]. (3) Given the reactants C(OC(=O)C)(=O)C.[C:8]([O:12][C:13]([C:15]1[CH:19]=[CH:18][N:17]([CH2:20][CH:21]([OH:38])[CH2:22][O:23][C:24]2[CH:29]=[CH:28][C:27]([CH2:30][CH2:31][CH2:32][CH2:33][CH2:34][CH2:35][CH2:36][CH3:37])=[CH:26][CH:25]=2)[CH:16]=1)=[O:14])([CH3:11])([CH3:10])[CH3:9].C(=O)([O-])O.[Na+].[Na+].[Cl-], predict the reaction product. The product is: [C:8]([O:12][C:13]([C:15]1[CH:19]=[CH:18][N:17]([CH2:20][C:21](=[O:38])[CH2:22][O:23][C:24]2[CH:29]=[CH:28][C:27]([CH2:30][CH2:31][CH2:32][CH2:33][CH2:34][CH2:35][CH2:36][CH3:37])=[CH:26][CH:25]=2)[CH:16]=1)=[O:14])([CH3:11])([CH3:10])[CH3:9]. (4) Given the reactants I[C:2]1[C:11]([N+:12]([O-:14])=[O:13])=[CH:10][N:9]=[C:8]2[C:3]=1[CH2:4][CH2:5][CH2:6][NH:7]2.[NH:15]1[CH2:20][CH2:19][CH2:18][C@H:17]([NH:21][C:22](=[O:28])[O:23][C:24]([CH3:27])([CH3:26])[CH3:25])[CH2:16]1.CCN(C(C)C)C(C)C, predict the reaction product. The product is: [N+:12]([C:11]1[CH:10]=[N:9][C:8]2[NH:7][CH2:6][CH2:5][CH2:4][C:3]=2[C:2]=1[N:15]1[CH2:20][CH2:19][CH2:18][C@H:17]([NH:21][C:22](=[O:28])[O:23][C:24]([CH3:26])([CH3:25])[CH3:27])[CH2:16]1)([O-:14])=[O:13]. (5) Given the reactants [F:1][C:2]1[CH:7]=[CH:6][CH:5]=[C:4]([F:8])[C:3]=1[C:9]1[C:18]2[CH:17]=[C:16]([C:19]3[CH:20]=[N:21][N:22](COCC[Si](C)(C)C)[CH:23]=3)[CH:15]=[CH:14][C:13]=2[C:12]2=[N:32][N:33](COCC[Si](C)(C)C)[C:34]([NH:35][CH:36]3[CH2:41][CH2:40][N:39]([S:42]([CH3:45])(=[O:44])=[O:43])[CH2:38][CH2:37]3)=[C:11]2[N:10]=1.C(Cl)Cl.C(O)(C(F)(F)F)=O.N, predict the reaction product. The product is: [F:8][C:4]1[CH:5]=[CH:6][CH:7]=[C:2]([F:1])[C:3]=1[C:9]1[C:18]2[CH:17]=[C:16]([C:19]3[CH:20]=[N:21][NH:22][CH:23]=3)[CH:15]=[CH:14][C:13]=2[C:12]2[NH:32][N:33]=[C:34]([NH:35][CH:36]3[CH2:37][CH2:38][N:39]([S:42]([CH3:45])(=[O:44])=[O:43])[CH2:40][CH2:41]3)[C:11]=2[N:10]=1. (6) Given the reactants Cl.[CH3:2][C:3]1[CH:7]=[CH:6][S:5][C:4]=1[C@H:8]1[CH2:11][CH2:10][C@H:9]1N.C([N:15](CC)CC)C.[F:20][C:21]([F:32])([F:31])[C:22]1[CH:30]=[CH:29][CH:28]=[CH:27][C:23]=1[C:24](Cl)=[O:25], predict the reaction product. The product is: [CH3:2][C:3]1[CH:7]=[CH:6][S:5][C:4]=1[CH:8]1[CH2:11][CH2:10][CH:9]1[C:30]1[C:22]([C:21]([F:32])([F:31])[F:20])=[C:23]([CH:27]=[CH:28][CH:29]=1)[C:24]([NH2:15])=[O:25]. (7) Given the reactants [Cl:1][C:2]1[CH:7]=[CH:6][CH:5]=[C:4]([F:8])[C:3]=1[C:9]1[C:10]([Cl:22])=[N:11][C:12]([C:16]2[CH:21]=[CH:20][CH:19]=[CH:18][N:17]=2)=[CH:13][C:14]=1[Cl:15].[CH3:23][CH:24]([NH2:27])[CH2:25][CH3:26], predict the reaction product. The product is: [Cl:15][C:14]1[CH:13]=[C:12]([C:16]2[CH:21]=[CH:20][CH:19]=[CH:18][N:17]=2)[N:11]=[C:10]([NH:27][CH:24]([CH2:25][CH3:26])[CH3:23])[C:9]=1[C:3]1[C:4]([F:8])=[CH:5][CH:6]=[CH:7][C:2]=1[Cl:1].[Cl:22][C:10]1[C:9]([C:3]2[C:4]([F:8])=[CH:5][CH:6]=[CH:7][C:2]=2[Cl:1])=[C:14]([NH:27][CH:24]([CH2:25][CH3:26])[CH3:23])[CH:13]=[C:12]([C:16]2[CH:21]=[CH:20][CH:19]=[CH:18][N:17]=2)[N:11]=1.